Dataset: Forward reaction prediction with 1.9M reactions from USPTO patents (1976-2016). Task: Predict the product of the given reaction. (1) The product is: [CH2:6]([Si:8]([CH2:11][CH3:12])([CH2:9][CH3:10])[O:14][C@@H:15]([C@@H:17]1[C@@H:20]([C@@H:21]([CH3:40])[C:22]([C:24]2[S:28][C:27]3=[C:29]([C:32]([C:34]4[CH:35]=[N:36][CH:37]=[CH:38][CH:39]=4)=[O:33])[N:30]=[CH:31][N:26]3[CH:25]=2)=[O:23])[NH:19][C:18]1=[O:41])[CH3:16])[CH3:7]. Given the reactants N1C=CN=C1.[CH2:6]([Si:8](Cl)([CH2:11][CH3:12])[CH2:9][CH3:10])[CH3:7].[OH:14][C@@H:15]([C@@H:17]1[C@@H:20]([C@@H:21]([CH3:40])[C:22]([C:24]2[S:28][C:27]3=[C:29]([C:32]([C:34]4[CH:35]=[N:36][CH:37]=[CH:38][CH:39]=4)=[O:33])[N:30]=[CH:31][N:26]3[CH:25]=2)=[O:23])[NH:19][C:18]1=[O:41])[CH3:16], predict the reaction product. (2) Given the reactants [H-].[Na+].[C:3]([NH:6][N:7]([C:15]1[CH:20]=[CH:19][CH:18]=[C:17]([C:21]2[CH2:25][C:24]([C:30]3[CH:35]=[C:34]([Cl:36])[CH:33]=[C:32]([Cl:37])[CH:31]=3)([C:26]([F:29])([F:28])[F:27])[O:23][N:22]=2)[CH:16]=1)[C:8]([O:10][C:11]([CH3:14])([CH3:13])[CH3:12])=[O:9])(=[O:5])[CH3:4].CI.[C:40](=O)([O-])O.[Na+], predict the reaction product. The product is: [C:3]([N:6]([CH3:40])[N:7]([C:15]1[CH:20]=[CH:19][CH:18]=[C:17]([C:21]2[CH2:25][C:24]([C:30]3[CH:35]=[C:34]([Cl:36])[CH:33]=[C:32]([Cl:37])[CH:31]=3)([C:26]([F:27])([F:28])[F:29])[O:23][N:22]=2)[CH:16]=1)[C:8]([O:10][C:11]([CH3:14])([CH3:13])[CH3:12])=[O:9])(=[O:5])[CH3:4].